This data is from Forward reaction prediction with 1.9M reactions from USPTO patents (1976-2016). The task is: Predict the product of the given reaction. (1) Given the reactants C[O:2][CH2:3][C@H:4]([O:6][C:7]1[N:12]=[CH:11][C:10]([C:13]2[C:14]([CH3:32])=[N:15][CH:16]=[C:17]([NH:19][C:20](=[O:31])[C:21]3[CH:26]=[CH:25][CH:24]=[C:23]([C:27]([F:30])([F:29])[F:28])[CH:22]=3)[CH:18]=2)=[CH:9][C:8]=1[N:33]1[CH2:38][CH2:37][O:36][CH2:35][CH2:34]1)[CH3:5].B(Br)(Br)Br, predict the reaction product. The product is: [OH:2][CH2:3][C@H:4]([O:6][C:7]1[N:12]=[CH:11][C:10]([C:13]2[C:14]([CH3:32])=[N:15][CH:16]=[C:17]([NH:19][C:20](=[O:31])[C:21]3[CH:26]=[CH:25][CH:24]=[C:23]([C:27]([F:28])([F:29])[F:30])[CH:22]=3)[CH:18]=2)=[CH:9][C:8]=1[N:33]1[CH2:38][CH2:37][O:36][CH2:35][CH2:34]1)[CH3:5]. (2) Given the reactants C([O:3][C:4](=O)[CH2:5][C@H:6]1[CH2:11][CH2:10][C@H:9]([NH:12][C:13]([O:15][C:16]([CH3:19])([CH3:18])[CH3:17])=[O:14])[CH2:8][CH2:7]1)C.CC(C[AlH]CC(C)C)C.O, predict the reaction product. The product is: [C:16]([O:15][C:13](=[O:14])[NH:12][C@H:9]1[CH2:8][CH2:7][C@H:6]([CH2:5][CH:4]=[O:3])[CH2:11][CH2:10]1)([CH3:19])([CH3:17])[CH3:18]. (3) Given the reactants [CH:1]1([CH2:7][CH2:8][CH2:9][C@@H:10]([C:15]2[O:19][N:18]=[C:17]([C:20]([O:22]CC)=O)[N:16]=2)[CH2:11][C:12]([OH:14])=O)[CH2:6][CH2:5][CH2:4][CH2:3][CH2:2]1.[CH3:25][O:26][C:27]1[CH:34]=[CH:33][C:30]([CH2:31][NH2:32])=[CH:29][CH:28]=1.CN1CCOCC1.ClC(OCC(C)C)=O.C[Si](C)(C)[O:52][NH2:53].FC(F)(F)C(O)=O, predict the reaction product. The product is: [CH:1]1([CH2:7][CH2:8][CH2:9][C@@H:10]([C:15]2[O:19][N:18]=[C:17]([C:20]([NH:32][CH2:31][C:30]3[CH:33]=[CH:34][C:27]([O:26][CH3:25])=[CH:28][CH:29]=3)=[O:22])[N:16]=2)[CH2:11][C:12]([NH:53][OH:52])=[O:14])[CH2:2][CH2:3][CH2:4][CH2:5][CH2:6]1.